From a dataset of Reaction yield outcomes from USPTO patents with 853,638 reactions. Predict the reaction yield, written as a fraction of the theoretical maximum amount of product (1.0 means a 100% yield; for example, 0.34 means a 34% yield). (1) The reactants are CCN(C(C)C)C(C)C.[F:10][C:11]1[CH:16]=[CH:15][C:14]([C:17]2[O:34][C:20]3=[N:21][CH:22]=[C:23]([C:25]4[CH:26]=[C:27]([CH:31]=[CH:32][CH:33]=4)[C:28]([OH:30])=O)[CH:24]=[C:19]3[C:18]=2[C:35](=[O:38])[NH:36][CH3:37])=[CH:13][CH:12]=1.[CH3:39][C:40]([NH2:43])([CH3:42])[CH3:41].CN(C(ON1N=NC2C=CC=NC1=2)=[N+](C)C)C.F[P-](F)(F)(F)(F)F. The catalyst is CN(C=O)C.CCOC(C)=O. The product is [C:40]([NH:43][C:28]([C:27]1[CH:26]=[C:25]([C:23]2[CH:24]=[C:19]3[C:18]([C:35]([NH:36][CH3:37])=[O:38])=[C:17]([C:14]4[CH:15]=[CH:16][C:11]([F:10])=[CH:12][CH:13]=4)[O:34][C:20]3=[N:21][CH:22]=2)[CH:33]=[CH:32][CH:31]=1)=[O:30])([CH3:42])([CH3:41])[CH3:39]. The yield is 0.290. (2) The reactants are [CH3:1][C@@H:2]1[CH2:7][CH2:6][NH:5][CH2:4][C@@H:3]1[N:8]1[C:13]2[C:14]3[CH:20]=[CH:19][NH:18][C:15]=3[N:16]=[CH:17][C:12]=2[CH2:11][O:10][CH2:9]1.[C:21]([CH2:23][C:24](O)=[O:25])#[N:22].F[P-](F)(F)(F)(F)F.N1(OC(N(C)C)=[N+](C)C)C2N=CC=CC=2N=N1.C(N(CC)C(C)C)(C)C. The catalyst is CN(C)C=O.C(Cl)(Cl)Cl.CO.O. The product is [CH3:1][C@@H:2]1[CH2:7][CH2:6][N:5]([C:24](=[O:25])[CH2:23][C:21]#[N:22])[CH2:4][C@@H:3]1[N:8]1[C:13]2[C:14]3[CH:20]=[CH:19][NH:18][C:15]=3[N:16]=[CH:17][C:12]=2[CH2:11][O:10][CH2:9]1. The yield is 0.100.